Predict the reaction yield, written as a fraction of the theoretical maximum amount of product (1.0 means a 100% yield; for example, 0.34 means a 34% yield). From a dataset of Reaction yield outcomes from USPTO patents with 853,638 reactions. The product is [CH3:39][O:38][C:35]1[CH:34]=[CH:33][C:32]([N:29]2[CH2:28][CH2:27][N:26]([C:15]3[C:14]([CH3:40])=[C:13]([O:12][CH3:11])[C:21]4[O:20][C:19]([CH3:23])([CH3:22])[CH2:18][C:17]=4[C:16]=3[CH3:25])[CH2:31][CH2:30]2)=[CH:37][CH:36]=1. The yield is 0.560. The reactants are [H-].[Al+3].[Li+].[H-].[H-].[H-].[Cl-].[Al+3].[Cl-].[Cl-].[CH3:11][O:12][C:13]1[C:21]2[O:20][C:19]([CH3:23])([CH3:22])[C:18](=O)[C:17]=2[C:16]([CH3:25])=[C:15]([N:26]2[CH2:31][CH2:30][N:29]([C:32]3[CH:37]=[CH:36][C:35]([O:38][CH3:39])=[CH:34][CH:33]=3)[CH2:28][CH2:27]2)[C:14]=1[CH3:40].[OH-].[Na+]. The catalyst is O.C1COCC1.C(OCC)(=O)C.CCCCCC.